Dataset: Reaction yield outcomes from USPTO patents with 853,638 reactions. Task: Predict the reaction yield, written as a fraction of the theoretical maximum amount of product (1.0 means a 100% yield; for example, 0.34 means a 34% yield). (1) The reactants are C([C:4]1[CH:15]=[CH:14][C:7]([C:8]([O:10][CH:11]([CH3:13])[CH3:12])=[O:9])=[C:6]([N:16]2[CH2:20][CH2:19][C@H:18]([N:21](C(OC(C)(C)C)=O)[CH2:22][CH3:23])[CH2:17]2)[N:5]=1)(C)C.[ClH:31]. The catalyst is C(OCC)C. The product is [ClH:31].[CH2:22]([NH:21][C@H:18]1[CH2:19][CH2:20][N:16]([C:6]2[C:7]([C:8]([O:10][CH:11]([CH3:12])[CH3:13])=[O:9])=[CH:14][CH:15]=[CH:4][N:5]=2)[CH2:17]1)[CH3:23]. The yield is 1.00. (2) The reactants are [I:1][C:2]1[CH:3]=[N:4][N:5]([CH3:12])[C:6]=1[C:7]1[N:8]=[N:9][NH:10][N:11]=1.[CH3:13][CH2:14][O:15][C:16]([O:18][CH:19](Cl)[CH3:20])=[O:17].C(N(C(C)C)CC)(C)C. The catalyst is CN(C=O)C. The product is [C:16](=[O:17])([O:18][CH:19]([N:9]1[NH:10][N:11]=[C:7]([C:6]2[N:5]([CH3:12])[N:4]=[CH:3][C:2]=2[I:1])[NH:8]1)[CH3:20])[O:15][CH2:14][CH3:13]. The yield is 0.120. (3) The reactants are [F:1][C:2]1[CH:7]=[CH:6][C:5]([C:8]2[C:12]([C:13]3[N:14]=[CH:15][NH:16][CH:17]=3)=[C:11]([C:18]([F:21])([F:20])[F:19])[O:10][N:9]=2)=[CH:4][CH:3]=1.F[C:23]1[CH:28]=[CH:27][C:26]([N+:29]([O-:31])=[O:30])=[CH:25][CH:24]=1. No catalyst specified. The product is [F:1][C:2]1[CH:7]=[CH:6][C:5]([C:8]2[C:12]([C:13]3[N:14]=[CH:15][N:16]([C:23]4[CH:28]=[CH:27][C:26]([N+:29]([O-:31])=[O:30])=[CH:25][CH:24]=4)[CH:17]=3)=[C:11]([C:18]([F:21])([F:19])[F:20])[O:10][N:9]=2)=[CH:4][CH:3]=1. The yield is 0.710.